This data is from Reaction yield outcomes from USPTO patents with 853,638 reactions. The task is: Predict the reaction yield, written as a fraction of the theoretical maximum amount of product (1.0 means a 100% yield; for example, 0.34 means a 34% yield). (1) The reactants are [Br:1]Br.[CH2:3]([N:5]([CH2:26][CH3:27])[C:6]1[CH:7]=[C:8]2[C:17](=[CH:18][CH:19]=1)[N:16]=[C:15]1[C:10](=[CH:11][C:12](=[O:25])[C:13]3[CH:23]=[C:22]([OH:24])[CH:21]=[CH:20][C:14]=31)[O:9]2)[CH3:4]. The catalyst is C(Cl)(Cl)Cl. The product is [Br:1][C:11]1[C:12](=[O:25])[C:13]2[CH:23]=[C:22]([OH:24])[CH:21]=[CH:20][C:14]=2[C:15]2[C:10]=1[O:9][C:8]1[C:17](=[CH:18][CH:19]=[C:6]([N:5]([CH2:3][CH3:4])[CH2:26][CH3:27])[CH:7]=1)[N:16]=2. The yield is 0.250. (2) The reactants are FC(F)(F)C(OC(=O)C(F)(F)F)=[O:4].[C:14]([CH:17]1[CH2:22][CH2:21][N:20]([C:23]2[CH:28]=[CH:27][C:26]([C@H:29]([C:42]3[CH:47]=[CH:46][CH:45]=[CH:44][C:43]=3[CH3:48])[CH2:30]/[C:31](/[C:34]3[CH:39]=[CH:38][N+:37]([O-])=[C:36]([CH3:41])[CH:35]=3)=[N:32]\[OH:33])=[CH:25][CH:24]=2)[CH2:19][CH2:18]1)([OH:16])=[O:15].[OH-].[Na+]. The catalyst is ClCCl. The product is [OH:33]/[N:32]=[C:31](/[C:34]1[CH:39]=[CH:38][N:37]=[C:36]([CH2:41][OH:4])[CH:35]=1)\[CH2:30][C@H:29]([C:26]1[CH:27]=[CH:28][C:23]([N:20]2[CH2:21][CH2:22][CH:17]([C:14]([OH:16])=[O:15])[CH2:18][CH2:19]2)=[CH:24][CH:25]=1)[C:42]1[CH:47]=[CH:46][CH:45]=[CH:44][C:43]=1[CH3:48]. The yield is 0.140. (3) The reactants are C(Cl)(=O)OC(Cl)C.C([N:15]1[CH2:38][CH:37]([C:39]2[CH:44]=[CH:43][C:42]([Cl:45])=[CH:41][CH:40]=2)[O:36][C:17]2([CH2:22][CH2:21][N:20]([C:23]([C:25]3[CH:30]=[CH:29][C:28]([O:31][CH:32]([CH3:34])[CH3:33])=[C:27]([CH3:35])[CH:26]=3)=[O:24])[CH2:19][CH2:18]2)[CH2:16]1)C1C=CC=CC=1. The catalyst is ClCCCl. The product is [Cl:45][C:42]1[CH:43]=[CH:44][C:39]([CH:37]2[O:36][C:17]3([CH2:18][CH2:19][N:20]([C:23]([C:25]4[CH:30]=[CH:29][C:28]([O:31][CH:32]([CH3:33])[CH3:34])=[C:27]([CH3:35])[CH:26]=4)=[O:24])[CH2:21][CH2:22]3)[CH2:16][NH:15][CH2:38]2)=[CH:40][CH:41]=1. The yield is 0.600. (4) The reactants are [NH2:1][C:2]1[C:3]([CH:12]2[CH2:17][CH2:16][N:15]([C:18]([O:20][C:21]([CH3:24])([CH3:23])[CH3:22])=[O:19])[CH2:14][CH2:13]2)=[CH:4][S:5][C:6]=1[C:7](OCC)=[O:8].C(O)(=O)C.[CH:29](N)=[NH:30]. The catalyst is C(O)C. The product is [O:8]=[C:7]1[NH:30][CH:29]=[N:1][C:2]2[C:3]([CH:12]3[CH2:17][CH2:16][N:15]([C:18]([O:20][C:21]([CH3:22])([CH3:23])[CH3:24])=[O:19])[CH2:14][CH2:13]3)=[CH:4][S:5][C:6]1=2. The yield is 0.215. (5) The reactants are [CH:1]1[C:13]2[NH:12][C:11]3[C:6](=[CH:7][CH:8]=[CH:9][CH:10]=3)[C:5]=2[CH:4]=[CH:3][CH:2]=1.[H-].[Na+].[CH3:16][O:17][C:18](=[O:28])[CH2:19][C:20]1[CH:25]=[CH:24][C:23]([CH2:26]Br)=[CH:22][CH:21]=1. The catalyst is CN(C=O)C.C(OCC)(=O)C.O.[I-].[K+]. The product is [CH3:16][O:17][C:18](=[O:28])[CH2:19][C:20]1[CH:21]=[CH:22][C:23]([CH2:26][N:12]2[C:11]3[CH:10]=[CH:9][CH:8]=[CH:7][C:6]=3[C:5]3[C:13]2=[CH:1][CH:2]=[CH:3][CH:4]=3)=[CH:24][CH:25]=1. The yield is 0.360.